From a dataset of Orexin1 receptor HTS with 218,158 compounds and 233 confirmed actives. Binary Classification. Given a drug SMILES string, predict its activity (active/inactive) in a high-throughput screening assay against a specified biological target. (1) The drug is OC1(C(=C2N(C(Cc3c2ccc2c3cccc2)(C)C)C1=O)C(OCC)=O)CC=C. The result is 0 (inactive). (2) The drug is S(c1nc(=O)n(c2CCCCc12)CCCN1CCOCC1)CC(=O)Nc1cc(F)c(cc1)C. The result is 0 (inactive). (3) The result is 0 (inactive). The drug is OC(CC(Cc1ccccc1)C(=O)NN)COCCC. (4) The drug is O(C(=O)C(=N\Nc1ncnc2c1cccc2)/c1ccc(cc1)C)CC. The result is 0 (inactive). (5) The molecule is O=C1CC(CC(NCC(O)=O)=C1C(=O)Cc1cc(OCC)c(OCC)cc1)(C)C. The result is 0 (inactive). (6) The compound is O(C(=O)CCCNC(=O)COC(=O)c1c(O)c(ccc1)C)CC. The result is 0 (inactive).